This data is from Catalyst prediction with 721,799 reactions and 888 catalyst types from USPTO. The task is: Predict which catalyst facilitates the given reaction. (1) Reactant: [Cl:1][C:2]1[CH:3]=[C:4]([C@@H:8]2[C@@H:13]([C:14]3[CH:19]=[CH:18][C:17]([Cl:20])=[CH:16][CH:15]=3)[N:12]([CH2:21][CH:22]3[CH2:24][CH2:23]3)[C:11](=[O:25])[C@@H:10]([CH2:26][C:27]([NH:29][NH2:30])=[O:28])[CH2:9]2)[CH:5]=[CH:6][CH:7]=1.Cl.[CH:32](=N)OCC. Product: [O:28]1[CH:32]=[N:30][N:29]=[C:27]1[CH2:26][C@H:10]1[CH2:9][C@H:8]([C:4]2[CH:5]=[CH:6][CH:7]=[C:2]([Cl:1])[CH:3]=2)[C@@H:13]([C:14]2[CH:19]=[CH:18][C:17]([Cl:20])=[CH:16][CH:15]=2)[N:12]([CH2:21][CH:22]2[CH2:23][CH2:24]2)[C:11]1=[O:25]. The catalyst class is: 11. (2) Reactant: [N+:1]([C:4]1[CH:5]=[N:6][C:7]2[CH2:8][CH2:9][NH:10][CH2:11][C:12]=2[CH:13]=1)([O-])=O.C(O)CCCC. Product: [N:6]1[C:7]2[C:12](=[CH:11][N:10]=[CH:9][CH:8]=2)[CH:13]=[C:4]([NH2:1])[CH:5]=1. The catalyst class is: 19. (3) Reactant: [H-].[Na+].[C:3](=[O:10])([O:7][CH2:8][CH3:9])OCC.[Br:11][C:12]1[CH:13]=[C:14]2[C:18](=[CH:19][CH:20]=1)[C:17](=[O:21])[CH2:16][CH2:15]2. Product: [Br:11][C:12]1[CH:13]=[C:14]2[C:18](=[CH:19][CH:20]=1)[C:17](=[O:21])[CH:16]([C:3]([O:7][CH2:8][CH3:9])=[O:10])[CH2:15]2. The catalyst class is: 1. (4) Product: [NH2:40][C@H:29]([CH2:30][C:31]1[C:39]2[C:34](=[CH:35][CH:36]=[CH:37][CH:38]=2)[NH:33][CH:32]=1)[C:28]([N:25]1[CH2:24][CH2:23][CH:22]([N:13]2[N:12]=[C:11]([C:5]3[CH:6]=[CH:7][C:8]([O:9][CH3:10])=[C:3]([O:2][CH3:1])[CH:4]=3)[C@H:20]3[C@H:15]([CH2:16][CH2:17][CH2:18][CH2:19]3)[C:14]2=[O:21])[CH2:27][CH2:26]1)=[O:48]. The catalyst class is: 89. Reactant: [CH3:1][O:2][C:3]1[CH:4]=[C:5]([C:11]2[C@H:20]3[C@H:15]([CH2:16][CH2:17][CH2:18][CH2:19]3)[C:14](=[O:21])[N:13]([CH:22]3[CH2:27][CH2:26][N:25]([C:28](=[O:48])[C@H:29]([NH:40]C(=O)OC(C)(C)C)[CH2:30][C:31]4[C:39]5[C:34](=[CH:35][CH:36]=[CH:37][CH:38]=5)[NH:33][CH:32]=4)[CH2:24][CH2:23]3)[N:12]=2)[CH:6]=[CH:7][C:8]=1[O:9][CH3:10].C(=O)(O)[O-].[Na+]. (5) Reactant: [CH3:1][O:2][C:3]([NH:5][C@@H:6]([CH:52]([CH3:54])[CH3:53])[C:7]([N:9]1[CH2:13][CH2:12][CH2:11][C@H:10]1[C:14]1[NH:15][C:16]([C:19]2[CH:24]=[CH:23][C:22]([C:25]3[CH:26]=[C:27]4[C:49](=[CH:50][CH:51]=3)[C:31]3[NH:32][C:33]([C@@H:35]5[C@@H:40]6[CH2:41][C@@H:37]([CH2:38][CH2:39]6)[N:36]5C(OC(C)(C)C)=O)=[N:34][C:30]=3[CH:29]=[CH:28]4)=[CH:21][CH:20]=2)=[CH:17][N:18]=1)=[O:8])=[O:4].Cl.[CH3:56][O:57][C:58]([NH:60][C@@H:61]([CH:65]([CH3:67])[CH3:66])[C:62](O)=[O:63])=[O:59].CN(C(ON1N=NC2C=CC=NC1=2)=[N+](C)C)C.F[P-](F)(F)(F)(F)F.CCN(C(C)C)C(C)C. Product: [CH3:66][CH:65]([CH3:67])[C@H:61]([NH:60][C:58](=[O:59])[O:57][CH3:56])[C:62]([N:36]1[C@H:35]([C:33]2[NH:32][C:31]3[C:49]4[C:27]([CH:28]=[CH:29][C:30]=3[N:34]=2)=[CH:26][C:25]([C:22]2[CH:21]=[CH:20][C:19]([C:16]3[NH:15][C:14]([C@@H:10]5[CH2:11][CH2:12][CH2:13][N:9]5[C:7](=[O:8])[C@@H:6]([NH:5][C:3]([O:2][CH3:1])=[O:4])[CH:52]([CH3:54])[CH3:53])=[N:18][CH:17]=3)=[CH:24][CH:23]=2)=[CH:51][CH:50]=4)[C@@H:40]2[CH2:41][C@H:37]1[CH2:38][CH2:39]2)=[O:63]. The catalyst class is: 59.